From a dataset of Reaction yield outcomes from USPTO patents with 853,638 reactions. Predict the reaction yield, written as a fraction of the theoretical maximum amount of product (1.0 means a 100% yield; for example, 0.34 means a 34% yield). (1) The reactants are [Cl:1][C:2]1[CH:30]=[CH:29][CH:28]=[CH:27][C:3]=1[CH2:4][N:5]1[C:9]2[CH:10]3[CH2:21][CH:12]([C:13]4[CH:18]=[C:17]([F:19])[C:16]([I:20])=[CH:15][C:14]=4[C:8]=2[N:7]=[C:6]1[C:22]([O:24]CC)=O)[CH2:11]3.[NH3:31]. No catalyst specified. The product is [Cl:1][C:2]1[CH:30]=[CH:29][CH:28]=[CH:27][C:3]=1[CH2:4][N:5]1[C:9]2[CH:10]3[CH2:21][CH:12]([C:13]4[CH:18]=[C:17]([F:19])[C:16]([I:20])=[CH:15][C:14]=4[C:8]=2[N:7]=[C:6]1[C:22]([NH2:31])=[O:24])[CH2:11]3. The yield is 1.00. (2) The reactants are [C:1]1([CH3:17])[CH:6]=[CH:5][C:4]([C:7]2[C:15]3[C:14]([NH2:16])=[N:13][CH:12]=[N:11][C:10]=3[NH:9][CH:8]=2)=[CH:3][CH:2]=1.[H-].[Na+].[Si:20]([O:27][CH2:28][CH2:29][CH2:30]I)([C:23]([CH3:26])([CH3:25])[CH3:24])([CH3:22])[CH3:21]. The catalyst is CN(C=O)C. The product is [Si:20]([O:27][CH2:28][CH2:29][CH2:30][N:9]1[C:10]2[N:11]=[CH:12][N:13]=[C:14]([NH2:16])[C:15]=2[C:7]([C:4]2[CH:3]=[CH:2][C:1]([CH3:17])=[CH:6][CH:5]=2)=[CH:8]1)([C:23]([CH3:24])([CH3:25])[CH3:26])([CH3:22])[CH3:21]. The yield is 0.880.